From a dataset of TCR-epitope binding with 47,182 pairs between 192 epitopes and 23,139 TCRs. Binary Classification. Given a T-cell receptor sequence (or CDR3 region) and an epitope sequence, predict whether binding occurs between them. (1) Result: 0 (the TCR does not bind to the epitope). The epitope is IPIQASLPF. The TCR CDR3 sequence is CASSLAVQSDEQYF. (2) The epitope is ELAGIGILTV. The TCR CDR3 sequence is CASSFGDHLPNYGYTF. Result: 1 (the TCR binds to the epitope). (3) The epitope is FLYNLLTRV. The TCR CDR3 sequence is CASSPGLAGGYEQFF. Result: 0 (the TCR does not bind to the epitope). (4) The epitope is LPRRSGAAGA. The TCR CDR3 sequence is CASSARGLAGETNTDTQYF. Result: 1 (the TCR binds to the epitope). (5) The epitope is RAKFKQLL. The TCR CDR3 sequence is CASTSAGTPDNEQFF. Result: 1 (the TCR binds to the epitope). (6) The TCR CDR3 sequence is CARADRIYEQYF. Result: 0 (the TCR does not bind to the epitope). The epitope is RLDKVEAEV. (7) The epitope is FTYASALWEI. The TCR CDR3 sequence is CASSLVAGLDTQYF. Result: 1 (the TCR binds to the epitope). (8) The epitope is FLPRVFSAV. The TCR CDR3 sequence is CASSLKGDDEQYF. Result: 1 (the TCR binds to the epitope). (9) The epitope is FPPTSFGPL. The TCR CDR3 sequence is CSVEDQQGYGYTF. Result: 0 (the TCR does not bind to the epitope). (10) The epitope is MPASWVMRI. The TCR CDR3 sequence is CASRQGLAGSDQETQYF. Result: 1 (the TCR binds to the epitope).